Dataset: Forward reaction prediction with 1.9M reactions from USPTO patents (1976-2016). Task: Predict the product of the given reaction. (1) Given the reactants [CH3:1][C:2]1[C:3]2[CH:13]=[CH:12][CH:11]=[CH:10][C:4]=2[S:5][C:6]=1[C:7]([OH:9])=O.S(Cl)(Cl)=O.C[N:19](C=O)C.[NH:23]1[C:31]2[C:26](=[CH:27][CH:28]=[CH:29][CH:30]=2)[C:25](/[CH:32]=[CH:33]/[C:34]2[CH:39]=[CH:38][CH:37]=[CH:36][C:35]=2N)=[N:24]1.C(N(CC)CC)C, predict the reaction product. The product is: [NH:23]1[C:31]2[C:26](=[CH:27][CH:28]=[CH:29][CH:30]=2)[C:25](/[CH:32]=[CH:33]/[C:34]2[CH:39]=[CH:38][CH:37]=[CH:36][C:35]=2[C:13]2[C:3]3[C:2]([CH3:1])=[C:6]([C:7]([NH2:19])=[O:9])[S:5][C:4]=3[CH:10]=[CH:11][CH:12]=2)=[N:24]1. (2) Given the reactants [Cl:1][C:2]1[CH:7]=[C:6]([Cl:8])[CH:5]=[C:4]([O:9]C)[C:3]=1[S:11]([NH:14][CH:15]([CH2:20][C:21]1[C:29]2[C:24](=[CH:25][CH:26]=[CH:27][CH:28]=2)[NH:23][CH:22]=1)[C:16]([F:19])([F:18])[F:17])(=[O:13])=[O:12].B(Br)(Br)Br, predict the reaction product. The product is: [Cl:1][C:2]1[CH:7]=[C:6]([Cl:8])[CH:5]=[C:4]([OH:9])[C:3]=1[S:11]([NH:14][CH:15]([CH2:20][C:21]1[C:29]2[C:24](=[CH:25][CH:26]=[CH:27][CH:28]=2)[NH:23][CH:22]=1)[C:16]([F:18])([F:19])[F:17])(=[O:13])=[O:12]. (3) The product is: [S:22]1[C:26]2[CH:27]=[CH:28][CH:29]=[CH:30][C:25]=2[N:24]=[C:23]1[NH:31][C:32]([N:13]1[CH2:12][CH2:11][C:10]2([C:16]3[C:21](=[CH:20][CH:19]=[CH:18][CH:17]=3)[N:8]([S:5]([CH3:4])(=[O:6])=[O:7])[CH2:9]2)[CH2:15][CH2:14]1)=[O:33]. Given the reactants [OH-].[Na+].Cl.[CH3:4][S:5]([N:8]1[C:21]2[C:16](=[CH:17][CH:18]=[CH:19][CH:20]=2)[C:10]2([CH2:15][CH2:14][NH:13][CH2:12][CH2:11]2)[CH2:9]1)(=[O:7])=[O:6].[S:22]1[C:26]2[CH:27]=[CH:28][CH:29]=[CH:30][C:25]=2[N:24]=[C:23]1[NH:31][C:32](=O)[O:33]C1C=CC=CC=1, predict the reaction product. (4) Given the reactants [OH:1][CH:2]1[O:10][C@H:9]([CH2:11][OH:12])[C@@H:7]([OH:8])[C@H:5]([OH:6])[C@H:3]1[NH2:4].[C:13](O)(=[O:15])[CH3:14], predict the reaction product. The product is: [C:13]([NH:4][C@@H:3]1[C@@H:5]([OH:6])[C@H:7]([OH:8])[C@@H:9]([CH2:11][OH:12])[O:10][CH:2]1[OH:1])(=[O:15])[CH3:14]. (5) Given the reactants C([O:4][CH2:5][C@@H:6]1[C@@H:10]([O:11]C(=O)C)[C@@H:9]([O:15]C(=O)C)[C@H:8]([N:19]2[CH:27]=[N:26][C:25]3[C:20]2=[N:21][C:22]([I:29])=[N:23][C:24]=3Cl)[O:7]1)(=O)C.[NH3:30], predict the reaction product. The product is: [NH2:30][C:24]1[N:23]=[C:22]([I:29])[N:21]=[C:20]2[C:25]=1[N:26]=[CH:27][N:19]2[C@H:8]1[C@H:9]([OH:15])[C@H:10]([OH:11])[C@@H:6]([CH2:5][OH:4])[O:7]1. (6) Given the reactants [CH3:1][O:2][C:3]1[CH:4]=[C:5]([S:11][CH2:12][CH2:13][C:14](OC)=O)[CH:6]=[N:7][C:8]=1[O:9][CH3:10].CC(C)([O-])C.[K+].BrC[C:26]1C=C[CH:29]=[C:28]([Cl:32])[CH:27]=1, predict the reaction product. The product is: [Cl:32][C:28]1[CH:29]=[C:13]([CH:14]=[CH:26][CH:27]=1)[CH2:12][S:11][C:5]1[CH:4]=[C:3]([O:2][CH3:1])[C:8]([O:9][CH3:10])=[N:7][CH:6]=1. (7) Given the reactants C[O:2][C:3](=[O:15])[CH:4]=[C:5]([C:7]1[CH:12]=[CH:11][CH:10]=[C:9]([O:13][CH3:14])[CH:8]=1)[CH3:6].[OH-].[Na+], predict the reaction product. The product is: [CH3:14][O:13][C:9]1[CH:8]=[C:7]([C:5]([CH3:6])=[CH:4][C:3]([OH:15])=[O:2])[CH:12]=[CH:11][CH:10]=1. (8) Given the reactants Cl.[NH2:2][CH2:3][C:4]([O:6][CH2:7][CH3:8])=[O:5].[CH3:9][C:10]1[CH:11]=[C:12]([N+:17]([O-:19])=[O:18])[C:13](Cl)=[N:14][CH:15]=1.C(N(CC)CC)C, predict the reaction product. The product is: [CH3:9][C:10]1[CH:11]=[C:12]([N+:17]([O-:19])=[O:18])[C:13]([NH:2][CH2:3][C:4]([O:6][CH2:7][CH3:8])=[O:5])=[N:14][CH:15]=1. (9) Given the reactants [Br:1][C:2]1[CH:3]=[CH:4][C:5]([CH2:8][N+:9]2[C:18]3[C:13](=[CH:14][CH:15]=[CH:16][CH:17]=3)[C:12](Cl)=[C:11]([C:20]([O:22]CC)=O)[CH:10]=2)=[N:6][CH:7]=1.C(=O)([O-])[O-].[K+].[K+].Cl.[CH3:32][C:33]1[CH:38]=[CH:37][CH:36]=[CH:35][C:34]=1[NH:39][NH2:40].CN(C)C=O, predict the reaction product. The product is: [Br:1][C:2]1[CH:3]=[CH:4][C:5]([CH2:8][N:9]2[C:18]3[CH:17]=[CH:16][CH:15]=[CH:14][C:13]=3[C:12]3=[N:40][N:39]([C:34]4[CH:35]=[CH:36][CH:37]=[CH:38][C:33]=4[CH3:32])[C:20](=[O:22])[C:11]3=[CH:10]2)=[N:6][CH:7]=1. (10) Given the reactants [CH3:1][C:2]1[N:3]=[C:4]2[N:8]([C:9]=1[C:10]([NH2:12])=O)[CH:7]=[CH:6][S:5]2.N1C=CC=CC=1.FC(F)(F)C(OC(=O)C(F)(F)F)=O.C(=O)(O)[O-].[Na+], predict the reaction product. The product is: [CH3:1][C:2]1[N:3]=[C:4]2[N:8]([C:9]=1[C:10]#[N:12])[CH:7]=[CH:6][S:5]2.